From a dataset of Forward reaction prediction with 1.9M reactions from USPTO patents (1976-2016). Predict the product of the given reaction. (1) Given the reactants [Cl:1][C:2]1[CH:7]=[CH:6][C:5]([Cl:8])=[CH:4][C:3]=1[N:9]1[C:13]([C:14]2[S:15][C:16]([C:19]3[CH:24]=[CH:23][CH:22]=[C:21]([S:25](=[O:28])(=[O:27])[NH2:26])[CH:20]=3)=[CH:17][CH:18]=2)=[CH:12][C:11]([C:29](OC)=[O:30])=[N:10]1.[F-].[K+].Cl.[CH:36]([OH:39])([CH3:38])[CH3:37], predict the reaction product. The product is: [NH2:26][S:25]([C:21]1[CH:20]=[C:19]([C:16]2[S:15][C:14]([C:13]3[N:9]([C:3]4[CH:4]=[C:5]([Cl:8])[CH:6]=[CH:7][C:2]=4[Cl:1])[N:10]=[C:11]([C:29]([O:39][CH:36]([CH3:38])[CH3:37])=[O:30])[CH:12]=3)=[CH:18][CH:17]=2)[CH:24]=[CH:23][CH:22]=1)(=[O:28])=[O:27]. (2) Given the reactants O1CCCCC1ONC(C1(S(C2C=CC(C3C=CC(CCC(F)(F)C)=CC=3)=CC=2)(=O)=O)CCN(C2CC2)CC1)=O.CCOC(C)=O.O1CCCCC1[O:53][NH:54][C:55]([C:57]1([S:63]([C:66]2[CH:71]=[CH:70][C:69]([C:72]3[CH:77]=[N:76][C:75]([CH2:78][CH2:79][C:80]([F:83])([F:82])[CH3:81])=[CH:74][N:73]=3)=[CH:68][CH:67]=2)(=[O:65])=[O:64])[CH2:62][CH2:61][O:60][CH2:59][CH2:58]1)=[O:56].[ClH:84], predict the reaction product. The product is: [ClH:84].[F:83][C:80]([F:82])([CH3:81])[CH2:79][CH2:78][C:75]1[N:76]=[CH:77][C:72]([C:69]2[CH:70]=[CH:71][C:66]([S:63]([C:57]3([C:55]([NH:54][OH:53])=[O:56])[CH2:58][CH2:59][O:60][CH2:61][CH2:62]3)(=[O:65])=[O:64])=[CH:67][CH:68]=2)=[N:73][CH:74]=1.